Dataset: Forward reaction prediction with 1.9M reactions from USPTO patents (1976-2016). Task: Predict the product of the given reaction. (1) Given the reactants [N:1]1([NH:7][C:8](=[O:22])[C:9]2[CH:14]=[CH:13][C:12]([O:15][CH2:16][C:17]([OH:19])=O)=[C:11]([C:20]#[N:21])[CH:10]=2)[CH2:6][CH2:5][O:4][CH2:3][CH2:2]1.CN1CCOCC1.S(Cl)(Cl)=O.[NH2:34][C:35]1[CH:40]=[CH:39][C:38]([Cl:41])=[CH:37][N:36]=1.N1C=CC=CC=1, predict the reaction product. The product is: [N:1]1([NH:7][C:8](=[O:22])[C:9]2[CH:14]=[CH:13][C:12]([O:15][CH2:16][C:17]([NH:34][C:35]3[CH:40]=[CH:39][C:38]([Cl:41])=[CH:37][N:36]=3)=[O:19])=[C:11]([C:20]#[N:21])[CH:10]=2)[CH2:2][CH2:3][O:4][CH2:5][CH2:6]1. (2) The product is: [C:1]([O:5][C:6]([N:8]1[CH2:13][CH2:12][CH2:11][CH2:10][CH2:9]1)=[O:7])([CH3:4])([CH3:2])[CH3:3]. Given the reactants [C:1]([O:5][C:6]([N:8]1[CH2:13][CH:12]=[CH:11][CH2:10][CH2:9]1)=[O:7])([CH3:4])([CH3:3])[CH3:2], predict the reaction product. (3) Given the reactants [C:1]([CH:3]=[C:4]1[CH2:7][N:6]([C:8]([O:10][C:11]([CH3:14])([CH3:13])[CH3:12])=[O:9])[CH2:5]1)#[N:2].[CH3:15][NH:16][CH3:17], predict the reaction product. The product is: [C:1]([CH2:3][C:4]1([N:16]([CH3:17])[CH3:15])[CH2:7][N:6]([C:8]([O:10][C:11]([CH3:14])([CH3:13])[CH3:12])=[O:9])[CH2:5]1)#[N:2]. (4) Given the reactants [NH:1]1[C:9]2[C:4](=[CH:5][C:6]([N:10]3[C:14]4=[N:15][CH:16]=[CH:17][CH:18]=[C:13]4[N:12]([CH2:19][CH3:20])[C:11]3=[O:21])=[CH:7][CH:8]=2)[CH2:3][CH2:2]1.Cl[C:23]1[NH:31][C:26]2=[N:27][CH:28]=[CH:29][CH:30]=[C:25]2[N:24]=1.O, predict the reaction product. The product is: [CH2:19]([N:12]1[C:13]2[C:14](=[N:15][CH:16]=[CH:17][CH:18]=2)[N:10]([C:6]2[CH:5]=[C:4]3[C:9](=[CH:8][CH:7]=2)[N:1]([C:23]2[NH:31][C:26]4=[N:27][CH:28]=[CH:29][CH:30]=[C:25]4[N:24]=2)[CH2:2][CH2:3]3)[C:11]1=[O:21])[CH3:20]. (5) The product is: [Cl:33][C:25]1[N:24]=[CH:23][C:22]([CH2:21][C:7]2[C:8]([C:12]3[CH:13]=[CH:14][C:15]([C:16]#[N:17])=[CH:18][CH:19]=3)=[C:9]([CH3:11])[NH:10][C:6]=2[CH:3]2[CH2:5][CH2:4]2)=[CH:32][C:26]=1[C:27]([O:29][CH2:30][CH3:31])=[O:28]. Given the reactants [H-].[Na+].[CH:3]1([C:6]2[NH:10][C:9]([CH3:11])=[C:8]([C:12]3[CH:19]=[CH:18][C:15]([C:16]#[N:17])=[CH:14][CH:13]=3)[CH:7]=2)[CH2:5][CH2:4]1.Br[CH2:21][C:22]1[CH:23]=[N:24][C:25]([Cl:33])=[C:26]([CH:32]=1)[C:27]([O:29][CH2:30][CH3:31])=[O:28].[Cl-].[Na+], predict the reaction product. (6) Given the reactants Cl[C:2]1[N:9]=[C:8]([CH3:10])[CH:7]=[CH:6][C:3]=1[C:4]#[N:5].[OH:11][C:12]1[C:13]([O:20][CH3:21])=[C:14]([CH:17]=[CH:18][CH:19]=1)[CH:15]=[O:16].[F-].[K+].[OH-].[Na+], predict the reaction product. The product is: [CH:15]([C:14]1[C:13]([O:20][CH3:21])=[C:12]([CH:19]=[CH:18][CH:17]=1)[O:11][C:2]1[N:9]=[C:8]([CH3:10])[CH:7]=[CH:6][C:3]=1[C:4]#[N:5])=[O:16].